This data is from Full USPTO retrosynthesis dataset with 1.9M reactions from patents (1976-2016). The task is: Predict the reactants needed to synthesize the given product. (1) Given the product [NH:29]1[C:30]2[CH:36]=[CH:35][CH:34]=[CH:33][C:31]=2[N:32]=[C:28]1[C@@H:24]1[CH2:25][CH2:26][CH2:27][N:23]1[C:14](=[O:16])[C@H:13]([CH2:17][CH:18]1[CH2:19][CH2:20][CH2:21][CH2:22]1)[CH2:12][N:9]([OH:8])[CH:10]=[O:11], predict the reactants needed to synthesize it. The reactants are: C([O:8][N:9]([CH2:12][C@@H:13]([CH2:17][CH:18]1[CH2:22][CH2:21][CH2:20][CH2:19]1)[C:14]([OH:16])=O)[CH:10]=[O:11])C1C=CC=CC=1.[NH:23]1[CH2:27][CH2:26][CH2:25][C@H:24]1[C:28]1[NH:32][C:31]2[CH:33]=[CH:34][CH:35]=[CH:36][C:30]=2[N:29]=1. (2) Given the product [Cl:1][C:2]1[CH:3]=[CH:4][C:5]([C:6]([NH:8][C:9]2[CH:13]=[CH:12][N:11]([CH2:14][C:15]([N:30]3[CH2:29][CH2:28][N:27]([CH:24]4[CH2:25][CH2:26][N:21]([CH3:20])[CH2:22][CH2:23]4)[CH2:32][CH2:31]3)=[O:17])[N:10]=2)=[O:7])=[CH:18][CH:19]=1, predict the reactants needed to synthesize it. The reactants are: [Cl:1][C:2]1[CH:19]=[CH:18][C:5]([C:6]([NH:8][C:9]2[CH:13]=[CH:12][N:11]([CH2:14][C:15]([OH:17])=O)[N:10]=2)=[O:7])=[CH:4][CH:3]=1.[CH3:20][N:21]1[CH2:26][CH2:25][CH:24]([N:27]2[CH2:32][CH2:31][NH:30][CH2:29][CH2:28]2)[CH2:23][CH2:22]1. (3) Given the product [OH:16][C@H:14]([CH3:15])[CH2:13][N:12]1[C:8](=[O:9])[CH:10]=[CH:11][C:5]([C:3]([O:2][CH3:1])=[O:4])=[CH:6]1, predict the reactants needed to synthesize it. The reactants are: [CH3:1][O:2][C:3]([C:5]1[CH:11]=[CH:10][C:8](=[O:9])O[CH:6]=1)=[O:4].[NH2:12][CH2:13][C@H:14]([OH:16])[CH3:15]. (4) Given the product [C:1]([O:5][C:6]([N:8]1[CH2:13][CH2:12][CH:11]([CH2:14][CH2:15][CH2:16][C:17]([C:19]2[O:20][C:21]([C:24]([OH:26])=[O:25])=[CH:22][N:23]=2)=[O:18])[CH2:10][CH2:9]1)=[O:7])([CH3:4])([CH3:2])[CH3:3], predict the reactants needed to synthesize it. The reactants are: [C:1]([O:5][C:6]([N:8]1[CH2:13][CH2:12][CH:11]([CH2:14][CH2:15][CH2:16][CH:17]([C:19]2[O:20][C:21]([C:24]([OH:26])=[O:25])=[CH:22][N:23]=2)[OH:18])[CH2:10][CH2:9]1)=[O:7])([CH3:4])([CH3:3])[CH3:2].C(OC(N1CCC(CCCC(O[Si](C(C)(C)C)(C)C)C2OC(C(O)=O)=CN=2)CC1)=O)(C)(C)C.[F-].C([N+](CCCC)(CCCC)CCCC)CCC. (5) Given the product [OH:4][C:3]([C:5]1[CH:6]=[CH:7][C:8]([O:9][CH2:10]/[CH:11]=[CH:12]/[CH2:13][O:14][C:15]2[CH:16]=[CH:17][C:18]([C:21]([OH:23])=[O:22])=[CH:19][CH:20]=2)=[CH:25][CH:26]=1)=[O:2], predict the reactants needed to synthesize it. The reactants are: C[O:2][C:3]([C:5]1[CH:26]=[CH:25][C:8]([O:9][CH2:10]/[CH:11]=[CH:12]/[CH2:13][O:14][C:15]2[CH:20]=[CH:19][C:18]([C:21]([O:23]C)=[O:22])=[CH:17][CH:16]=2)=[CH:7][CH:6]=1)=[O:4].[OH-].[Na+]. (6) Given the product [F:36][B-:35]([F:39])([F:38])[F:37].[CH3:11][C:12]1[CH:17]=[CH:16][C:15]([CH3:18])=[CH:14][C:13]=1[S+:7]([CH2:9][F:10])[C:1]1[CH:6]=[CH:5][CH:4]=[CH:3][CH:2]=1, predict the reactants needed to synthesize it. The reactants are: [C:1]1([S:7]([CH2:9][F:10])=O)[CH:6]=[CH:5][CH:4]=[CH:3][CH:2]=1.[CH3:11][C:12]1[CH:13]=[CH:14][C:15]([CH3:18])=[CH:16][CH:17]=1.FC(F)(F)S(OS(C(F)(F)F)(=O)=O)(=O)=O.[H+].[B-:35]([F:39])([F:38])([F:37])[F:36].C([O-])(O)=O.[Na+].